From a dataset of Catalyst prediction with 721,799 reactions and 888 catalyst types from USPTO. Predict which catalyst facilitates the given reaction. (1) Reactant: [C:1]([O:5][C:6]([N:8]1[CH2:13][CH2:12][CH:11]([C:14]2[CH:27]=[C:17]3[N:18]=[CH:19][C:20]([C:22]([O:24]CC)=[O:23])=[CH:21][N:16]3[N:15]=2)[CH2:10][CH2:9]1)=[O:7])([CH3:4])([CH3:3])[CH3:2].[OH-].[Na+].Cl. Product: [C:1]([O:5][C:6]([N:8]1[CH2:13][CH2:12][CH:11]([C:14]2[CH:27]=[C:17]3[N:18]=[CH:19][C:20]([C:22]([OH:24])=[O:23])=[CH:21][N:16]3[N:15]=2)[CH2:10][CH2:9]1)=[O:7])([CH3:4])([CH3:2])[CH3:3]. The catalyst class is: 5. (2) Reactant: C(OC(=O)[NH:7][C@H:8]1[CH2:13][CH2:12][CH2:11][C@H:10]([CH2:14][OH:15])[CH2:9]1)(C)(C)C.Cl. Product: [NH2:7][C@H:8]1[CH2:13][CH2:12][CH2:11][C@H:10]([CH2:14][OH:15])[CH2:9]1. The catalyst class is: 135. (3) Reactant: [F:1][C:2]1([F:16])[CH2:4][CH:3]1[CH:5]1[C:14]2[C:9](=[CH:10][CH:11]=[CH:12][CH:13]=2)[NH:8][C:7](=O)[CH2:6]1.O1CCCC1.B. Product: [F:16][C:2]1([F:1])[CH2:4][CH:3]1[CH:5]1[C:14]2[C:9](=[CH:10][CH:11]=[CH:12][CH:13]=2)[NH:8][CH2:7][CH2:6]1. The catalyst class is: 1. (4) Reactant: [C:1]([C:3]1[CH:4]=[C:5]([C:13]([OH:15])=O)[CH:6]=[N:7][C:8]=1[O:9][CH:10]([CH3:12])[CH3:11])#[N:2].CN(C(ON1N=NC2C=CC=NC1=2)=[N+](C)C)C.F[P-](F)(F)(F)(F)F.CCN(C(C)C)C(C)C.[Cl:49][C:50]1[CH:58]=[C:57]2[C:53]([CH:54]=[N:55][N:56]2[CH2:59][CH2:60][CH2:61][C:62]([O:64][CH2:65][CH3:66])=[O:63])=[CH:52][C:51]=1[C:67]([NH:69]O)=[NH:68]. Product: [Cl:49][C:50]1[CH:58]=[C:57]2[C:53]([CH:54]=[N:55][N:56]2[CH2:59][CH2:60][CH2:61][C:62]([O:64][CH2:65][CH3:66])=[O:63])=[CH:52][C:51]=1[C:67]1[N:69]=[C:13]([C:5]2[CH:6]=[N:7][C:8]([O:9][CH:10]([CH3:11])[CH3:12])=[C:3]([C:1]#[N:2])[CH:4]=2)[O:15][N:68]=1. The catalyst class is: 3. (5) Reactant: [OH:1][C:2]1[CH:10]=[C:9]([NH:11][S:12]([C:15]2[C:19]([Cl:20])=[C:18]([Cl:21])[S:17][C:16]=2[Cl:22])(=[O:14])=[O:13])[CH:8]=[CH:7][C:3]=1[C:4]([OH:6])=[O:5].[CH2:23]([N:30]1[CH2:34][CH2:33][CH:32](O)[CH2:31]1)[C:24]1[CH:29]=[CH:28][CH:27]=[CH:26][CH:25]=1. Product: [OH:1][C:2]1[CH:10]=[C:9]([NH:11][S:12]([C:15]2[C:19]([Cl:20])=[C:18]([Cl:21])[S:17][C:16]=2[Cl:22])(=[O:14])=[O:13])[CH:8]=[CH:7][C:3]=1[C:4]([O:6][CH:32]1[CH2:33][CH2:34][N:30]([CH2:23][C:24]2[CH:29]=[CH:28][CH:27]=[CH:26][CH:25]=2)[CH2:31]1)=[O:5]. The catalyst class is: 25. (6) The catalyst class is: 3. Product: [CH3:3][N:4]1[CH2:17][CH2:16][C:7]2[N:8]([CH2:28][C@:25]([C:23]3[CH:22]=[N:21][CH:20]=[C:19]([F:18])[CH:24]=3)([OH:26])[CH3:27])[C:9]3[CH:10]=[CH:11][C:12]([CH3:15])=[CH:13][C:14]=3[C:6]=2[CH2:5]1. Reactant: [H-].[Na+].[CH3:3][N:4]1[CH2:17][CH2:16][C:7]2[NH:8][C:9]3[CH:10]=[CH:11][C:12]([CH3:15])=[CH:13][C:14]=3[C:6]=2[CH2:5]1.[F:18][C:19]1[CH:20]=[N:21][CH:22]=[C:23]([C:25]2([CH3:28])[CH2:27][O:26]2)[CH:24]=1. (7) Reactant: [Cl:1][C:2]1[CH:3]=[C:4]([NH:8][C:9]2[C:27]3[C:13](=[CH:14][C:15]4[O:16][CH2:17][CH2:18][CH2:19]S[CH2:21][CH2:22][CH2:23][O:24][C:25]=4[CH:26]=3)[N:12]=[CH:11][N:10]=2)[CH:5]=[CH:6][CH:7]=1.O[O:29][S:30]([O-:32])=O.[K+].O. Product: [Cl:1][C:2]1[CH:3]=[C:4]([NH:8][C:9]2[C:27]3[C:13](=[CH:14][C:15]4[O:16][CH2:17][CH2:18][CH2:19][S:30](=[O:32])(=[O:29])[CH2:21][CH2:22][CH2:23][O:24][C:25]=4[CH:26]=3)[N:12]=[CH:11][N:10]=2)[CH:5]=[CH:6][CH:7]=1. The catalyst class is: 5.